From a dataset of Forward reaction prediction with 1.9M reactions from USPTO patents (1976-2016). Predict the product of the given reaction. The product is: [CH3:25][C:20]1([CH3:23])[CH:21]=[CH:22][C:17]([S:14]([NH2:13])(=[O:16])=[O:15])=[C:18]([S:8]([C:5]2[CH:6]=[CH:7][CH:2]=[CH:3][CH:4]=2)(=[O:10])=[O:9])[CH2:19]1. Given the reactants C[C:2]1[CH:7]=[CH:6][C:5]([S:8](Cl)(=[O:10])=[O:9])=[CH:4][CH:3]=1.C[NH:13][S:14]([C:17]1[CH:22]=[CH:21][C:20]([CH3:23])=[CH:19][CH:18]=1)(=[O:16])=[O:15].Cl[C:25]1C=CC=CC=1Cl, predict the reaction product.